From a dataset of CYP2C19 inhibition data for predicting drug metabolism from PubChem BioAssay. Regression/Classification. Given a drug SMILES string, predict its absorption, distribution, metabolism, or excretion properties. Task type varies by dataset: regression for continuous measurements (e.g., permeability, clearance, half-life) or binary classification for categorical outcomes (e.g., BBB penetration, CYP inhibition). Dataset: cyp2c19_veith. (1) The drug is O=S(=O)(c1ccccc1)N1CCC2(CCCN(C(c3ccccc3)c3ccccc3)C2)CC1. The result is 0 (non-inhibitor). (2) The compound is O=C(c1csnn1)N1CCC2(CCCN(c3ccncc3)C2)CC1. The result is 1 (inhibitor). (3) The molecule is CCOc1ccc(CCNC(=O)C2CCN(S(=O)(=O)CC)CC2)cc1OCC. The result is 0 (non-inhibitor). (4) The molecule is COc1ccccc1CN1CC2(CCN(S(C)(=O)=O)CC2)C1. The result is 0 (non-inhibitor).